Dataset: Catalyst prediction with 721,799 reactions and 888 catalyst types from USPTO. Task: Predict which catalyst facilitates the given reaction. Reactant: Cl[C:2]1[N:11]=[C:10]([NH:12][CH2:13][C:14]2[CH:19]=[CH:18][CH:17]=[CH:16][N:15]=2)[C:9]2[C:4](=[CH:5][CH:6]=[CH:7][C:8]=2[C:20]2[CH:25]=[CH:24][CH:23]=[CH:22][CH:21]=2)[N:3]=1.CC1(C)C(C)(C)OB([C:34]2[CH:35]=[C:36]([CH:40]([CH3:43])[C:41]#[N:42])[CH:37]=[N:38][CH:39]=2)O1.C(=O)([O-])[O-].[K+].[K+]. Product: [C:20]1([C:8]2[CH:7]=[CH:6][CH:5]=[C:4]3[C:9]=2[C:10]([NH:12][CH2:13][C:14]2[CH:19]=[CH:18][CH:17]=[CH:16][N:15]=2)=[N:11][C:2]([C:34]2[CH:35]=[C:36]([CH:40]([CH3:43])[C:41]#[N:42])[CH:37]=[N:38][CH:39]=2)=[N:3]3)[CH:25]=[CH:24][CH:23]=[CH:22][CH:21]=1. The catalyst class is: 38.